Dataset: Full USPTO retrosynthesis dataset with 1.9M reactions from patents (1976-2016). Task: Predict the reactants needed to synthesize the given product. (1) The reactants are: [F:1][C:2]1[CH:7]=[CH:6][C:5]([C:8]2[CH:9]=[CH:10][CH:11]=[C:12]3[C:16]=2[N:15]([CH2:17][CH2:18][CH3:19])[N:14]=[C:13]3[C:20]2[CH:25]=[CH:24][C:23]([O:26]C)=[CH:22][CH:21]=2)=[CH:4][CH:3]=1.ClC1C=CC=C2C=1N(CCC)N=C2C1C=CC(OC)=CC=1.FC1C=CC([Mg]Br)=CC=1.Cl. Given the product [F:1][C:2]1[CH:7]=[CH:6][C:5]([C:8]2[CH:9]=[CH:10][CH:11]=[C:12]3[C:16]=2[N:15]([CH2:17][CH2:18][CH3:19])[N:14]=[C:13]3[C:20]2[CH:21]=[CH:22][C:23]([OH:26])=[CH:24][CH:25]=2)=[CH:4][CH:3]=1, predict the reactants needed to synthesize it. (2) Given the product [CH3:21][C:17]1[CH:16]=[C:15]([CH2:14][CH2:13][CH:12]2[NH:8][C@H:9]([C:22]([N:24]3[CH2:28][CH2:27][CH2:26][C@H:25]3[C:29]#[N:30])=[O:23])[CH2:10][CH2:11]2)[CH:20]=[CH:19][CH:18]=1, predict the reactants needed to synthesize it. The reactants are: C(OC([N:8]1[CH:12]([CH:13]=[CH:14][C:15]2[CH:16]=[C:17]([CH3:21])[CH:18]=[CH:19][CH:20]=2)[CH2:11][CH2:10][CH:9]1[C:22]([N:24]1[CH2:28][CH2:27][CH2:26][C@H:25]1[C:29]#[N:30])=[O:23])=O)(C)(C)C.